This data is from hERG Central: cardiac toxicity at 1µM, 10µM, and general inhibition. The task is: Predict hERG channel inhibition at various concentrations. (1) The drug is C/C(=N\NC(=O)c1cccc(S(=O)(=O)N2CCCC2)c1)c1ccc(C)cc1. Results: hERG_inhib (hERG inhibition (general)): blocker. (2) The compound is CCCOc1ccc(Cn2c(C)nc([N+](=O)[O-])c2SCC(O)COC)cc1[N+](=O)[O-]. Results: hERG_inhib (hERG inhibition (general)): blocker. (3) The drug is COCCNc1ccc([N+](=O)[O-])cc1C(=O)Nc1cccc(C)n1. Results: hERG_inhib (hERG inhibition (general)): blocker. (4) The drug is COc1ccc(/C(N)=N/OC(=O)c2ccc(OC)c([N+](=O)[O-])c2)cc1OC. Results: hERG_inhib (hERG inhibition (general)): blocker.